Dataset: Cav3 T-type calcium channel HTS with 100,875 compounds. Task: Binary Classification. Given a drug SMILES string, predict its activity (active/inactive) in a high-throughput screening assay against a specified biological target. (1) The compound is S(c1n(nnn1)C(C)C)CC(=O)Nc1cc2OCOc2cc1. The result is 0 (inactive). (2) The drug is Clc1c(C(N2CCN(CC2)c2c(OC)cccc2)c2n(nnn2)C(C)(C)C)cccc1. The result is 1 (active). (3) The molecule is s1c(C(=O)COC(=O)CCC(=O)Nc2ccc(Oc3cc(c(cc3)C)C)cc2)ccc1. The result is 0 (inactive). (4) The drug is Clc1ccc(NC(=O)C(Sc2n(nnn2)c2ccccc2)C)nc1. The result is 1 (active). (5) The compound is O=C(Nc1cc(NC(=O)CC)ccc1)CCCC. The result is 0 (inactive). (6) The compound is O=C(NC)C(=N\O)/c1ccccc1. The result is 0 (inactive). (7) The molecule is Fc1c(N2CCN(CC2)CC)cc2n(C3CC3)cc(c(=O)c2c1)C(O)=O. The result is 0 (inactive). (8) The compound is O=c1[nH]c2c(cc1C(N1CC3N(CCC3)CC1)c1n(nnn1)Cc1ccccc1)cc1OCCOc1c2. The result is 0 (inactive). (9) The compound is O=C(N1CCN(CC1)C(=O)c1occc1)COC(=O)c1ncc(nc1)C. The result is 0 (inactive). (10) The result is 0 (inactive). The drug is Fc1ccc(C2NC(=O)NC(=C2C(OC(C)C)=O)C)cc1.